This data is from Reaction yield outcomes from USPTO patents with 853,638 reactions. The task is: Predict the reaction yield, written as a fraction of the theoretical maximum amount of product (1.0 means a 100% yield; for example, 0.34 means a 34% yield). (1) The reactants are [C:1]1([N:7]2[CH2:12][CH2:11][N:10]([C:13]([NH:15]C(=O)OCC)=[S:14])[CH2:9][CH2:8]2)[CH:6]=[CH:5][CH:4]=[CH:3][CH:2]=1.Cl.[OH-].[Na+]. No catalyst specified. The product is [C:1]1([N:7]2[CH2:8][CH2:9][N:10]([C:13](=[S:14])[NH2:15])[CH2:11][CH2:12]2)[CH:6]=[CH:5][CH:4]=[CH:3][CH:2]=1. The yield is 0.630. (2) The reactants are [OH:1][C@@H:2]([CH2:18][N:19]1[CH2:24][CH2:23][O:22][CH2:21][CH2:20]1)[CH2:3][N:4]1[CH2:10][CH2:9][CH2:8][C:7]2[NH:11][C:12]([CH:15]=O)=[C:13]([CH3:14])[C:6]=2[C:5]1=[O:17].[F:25][C:26]1[CH:27]=[C:28]2[C:32](=[CH:33][CH:34]=1)[NH:31][C:30](=[O:35])[CH2:29]2.N1CCCCC1. The catalyst is C(O)C. The product is [F:25][C:26]1[CH:27]=[C:28]2[C:32](=[CH:33][CH:34]=1)[NH:31][C:30](=[O:35])/[C:29]/2=[CH:15]\[C:12]1[NH:11][C:7]2[CH2:8][CH2:9][CH2:10][N:4]([CH2:3][C@@H:2]([OH:1])[CH2:18][N:19]3[CH2:20][CH2:21][O:22][CH2:23][CH2:24]3)[C:5](=[O:17])[C:6]=2[C:13]=1[CH3:14]. The yield is 0.570. (3) The reactants are [CH:1]1([OH:7])[CH2:6][CH2:5][CH2:4][CH2:3][CH2:2]1.[H-].[Na+].[NH2:10][C:11]1[CH:18]=[CH:17][CH:16]=[C:15](F)[C:12]=1[C:13]#[N:14]. The catalyst is C1COCC1. The product is [NH2:10][C:11]1[CH:18]=[CH:17][CH:16]=[C:15]([O:7][CH:1]2[CH2:6][CH2:5][CH2:4][CH2:3][CH2:2]2)[C:12]=1[C:13]#[N:14]. The yield is 0.560.